Predict the reactants needed to synthesize the given product. From a dataset of Full USPTO retrosynthesis dataset with 1.9M reactions from patents (1976-2016). (1) Given the product [CH2:1]([O:3][C:4](=[O:31])[CH:5]([O:30][CH2:34][CH:33]=[CH2:32])[CH2:6][C:7]1[CH:12]=[CH:11][C:10]([CH2:13][CH2:14][N:15]([C:23]([O:25][C:26]([CH3:29])([CH3:28])[CH3:27])=[O:24])[CH2:16][CH2:17][CH2:18][CH2:19][CH2:20][CH2:21][CH3:22])=[CH:9][CH:8]=1)[CH3:2], predict the reactants needed to synthesize it. The reactants are: [CH2:1]([O:3][C:4](=[O:31])[CH:5]([OH:30])[CH2:6][C:7]1[CH:12]=[CH:11][C:10]([CH2:13][CH2:14][N:15]([C:23]([O:25][C:26]([CH3:29])([CH3:28])[CH3:27])=[O:24])[CH2:16][CH2:17][CH2:18][CH2:19][CH2:20][CH2:21][CH3:22])=[CH:9][CH:8]=1)[CH3:2].[CH2:32](Br)[CH:33]=[CH2:34]. (2) Given the product [CH3:12][O:7][C:6](=[O:8])[C:5]1[CH:9]=[CH:10][C:2]([Cl:1])=[N:3][CH:4]=1, predict the reactants needed to synthesize it. The reactants are: [Cl:1][C:2]1[CH:10]=[CH:9][C:5]([C:6]([OH:8])=[O:7])=[CH:4][N:3]=1.Cl.[CH3:12]O.